This data is from Forward reaction prediction with 1.9M reactions from USPTO patents (1976-2016). The task is: Predict the product of the given reaction. (1) Given the reactants C(O[C:6](=O)[N:7]([CH2:9][CH:10]([NH:17][C:18]1[C:27]2[C:22](=[C:23]([C:36](=[O:38])[NH2:37])[CH:24]=[C:25]([O:28][CH2:29][C:30]3[CH:35]=[CH:34][CH:33]=[CH:32][CH:31]=3)[CH:26]=2)[N:21]=[CH:20][N:19]=1)[C:11]1[CH:16]=[CH:15][CH:14]=[CH:13][CH:12]=1)C)(C)(C)C.C1COCC1.Cl, predict the reaction product. The product is: [CH2:29]([O:28][C:25]1[CH:26]=[C:27]2[C:22](=[C:23]([C:36]([NH2:37])=[O:38])[CH:24]=1)[N:21]=[CH:20][N:19]=[C:18]2[NH:17][CH:10]([C:11]1[CH:12]=[CH:13][CH:14]=[CH:15][CH:16]=1)[CH2:9][NH:7][CH3:6])[C:30]1[CH:31]=[CH:32][CH:33]=[CH:34][CH:35]=1. (2) Given the reactants [Br:1][C:2]1[CH:3]=[C:4]([CH:9]=[C:10]([C:12]2[CH:17]=[CH:16][C:15]([CH3:18])=[CH:14][N:13]=2)[CH:11]=1)[C:5]([O:7]C)=[O:6].[OH-].[Li+], predict the reaction product. The product is: [Br:1][C:2]1[CH:3]=[C:4]([CH:9]=[C:10]([C:12]2[CH:17]=[CH:16][C:15]([CH3:18])=[CH:14][N:13]=2)[CH:11]=1)[C:5]([OH:7])=[O:6]. (3) The product is: [F:12][C:13]1[CH:18]=[CH:17][CH:16]=[CH:15][C:14]=1[N:19]1[CH2:24][CH2:23][N:22]([CH2:2][C:3]2[S:4][C:5]3[C:10]([N:11]=2)=[CH:9][CH:8]=[CH:7][N:6]=3)[CH2:21][CH2:20]1. Given the reactants Cl[CH2:2][C:3]1[S:4][C:5]2[C:10]([N:11]=1)=[CH:9][CH:8]=[CH:7][N:6]=2.[F:12][C:13]1[CH:18]=[CH:17][CH:16]=[CH:15][C:14]=1[N:19]1[CH2:24][CH2:23][NH:22][CH2:21][CH2:20]1.CC(=O)OCC, predict the reaction product.